Dataset: Forward reaction prediction with 1.9M reactions from USPTO patents (1976-2016). Task: Predict the product of the given reaction. (1) Given the reactants Br[C:2]1[CH:3]=[CH:4][C:5]2[O:14][C:13]3[CH2:12][CH2:11][N:10]([C:15]([O:17][C:18]([CH3:21])([CH3:20])[CH3:19])=[O:16])[CH2:9][C:8]=3[C:6]=2[CH:7]=1.[CH2:22]([O:29][C:30]1[CH:35]=[CH:34][NH:33][C:32](=[O:36])[CH:31]=1)[C:23]1[CH:28]=[CH:27][CH:26]=[CH:25][CH:24]=1.C([O-])([O-])=O.[K+].[K+].OC1C=CC=C2C=1NC(=O)C=C2, predict the reaction product. The product is: [CH2:22]([O:29][C:30]1[CH:35]=[CH:34][N:33]([C:2]2[CH:3]=[CH:4][C:5]3[O:14][C:13]4[CH2:12][CH2:11][N:10]([C:15]([O:17][C:18]([CH3:21])([CH3:20])[CH3:19])=[O:16])[CH2:9][C:8]=4[C:6]=3[CH:7]=2)[C:32](=[O:36])[CH:31]=1)[C:23]1[CH:24]=[CH:25][CH:26]=[CH:27][CH:28]=1. (2) Given the reactants [Cl:1][C:2]1[C:7]([S:8]([N:11]([O:14][CH3:15])[CH2:12][CH3:13])(=[O:10])=[O:9])=[C:6]([OH:16])[C:5]([NH:17][C:18]2[C:21](=O)[C:20](=[O:23])[C:19]=2[O:24]CC)=[CH:4][CH:3]=1.[NH2:27][CH:28]([CH2:31][CH3:32])[CH2:29][CH3:30], predict the reaction product. The product is: [Cl:1][C:2]1[C:7]([S:8]([N:11]([CH2:12][CH3:13])[O:14][CH3:15])(=[O:9])=[O:10])=[C:6]([OH:16])[C:5]([NH:17][C:18]2[C:19](=[O:24])[C:20](=[O:23])[C:21]=2[NH:27][CH:28]([CH2:31][CH3:32])[CH2:29][CH3:30])=[CH:4][CH:3]=1. (3) Given the reactants [CH3:1][C:2]1([CH3:15])[O:6][C@H:5]([CH2:7][C:8]2([S:11]([O-])(=[O:13])=[O:12])[CH2:10][CH2:9]2)[CH2:4][O:3]1.[Na+].P(Cl)(Cl)([Cl:19])=O, predict the reaction product. The product is: [CH3:1][C:2]1([CH3:15])[O:6][C@H:5]([CH2:7][C:8]2([S:11]([Cl:19])(=[O:13])=[O:12])[CH2:10][CH2:9]2)[CH2:4][O:3]1. (4) Given the reactants [F:1][CH2:2][CH2:3][N:4]1[C:13]2[C:8](=[CH:9][C:10]([CH:15]=O)=[C:11]([OH:14])[CH:12]=2)[CH2:7][CH2:6][CH2:5]1.C[O:18][C:19](=O)[CH2:20][C:21]1[N:22]=[C:23]2[CH:28]=[CH:27][C:26]([Cl:29])=[CH:25][N:24]2[CH:30]=1.N1CCCCC1, predict the reaction product. The product is: [Cl:29][C:26]1[CH:27]=[CH:28][C:23]2[N:24]([CH:30]=[C:21]([C:20]3[C:19](=[O:18])[O:14][C:11]4[C:10]([CH:15]=3)=[CH:9][C:8]3[CH2:7][CH2:6][CH2:5][N:4]([CH2:3][CH2:2][F:1])[C:13]=3[CH:12]=4)[N:22]=2)[CH:25]=1. (5) The product is: [CH:7]([N:20]1[CH2:23][CH:22]([N:24]2[CH2:29][CH2:28][N:27]([C:30]([O:32][C:33]([CH3:34])([CH3:35])[CH3:36])=[O:31])[CH2:26][CH:25]2[CH2:37][OH:38])[CH2:21]1)([C:14]1[CH:15]=[CH:16][CH:17]=[CH:18][CH:19]=1)[C:8]1[CH:13]=[CH:12][CH:11]=[CH:10][CH:9]=1. Given the reactants [H-].[H-].[H-].[H-].[Li+].[Al+3].[CH:7]([N:20]1[CH2:23][CH:22]([N:24]2[CH2:29][CH2:28][N:27]([C:30]([O:32][C:33]([CH3:36])([CH3:35])[CH3:34])=[O:31])[CH2:26][CH:25]2[C:37](OC)=[O:38])[CH2:21]1)([C:14]1[CH:19]=[CH:18][CH:17]=[CH:16][CH:15]=1)[C:8]1[CH:13]=[CH:12][CH:11]=[CH:10][CH:9]=1.O.[OH-].[Na+], predict the reaction product. (6) The product is: [Br:1][C:2]1[CH:7]=[CH:6][C:5]([O:8][CH2:12][CH2:11][CH2:10][Br:9])=[CH:4][CH:3]=1. Given the reactants [Br:1][C:2]1[CH:7]=[CH:6][C:5]([OH:8])=[CH:4][CH:3]=1.[Br:9][CH2:10][CH2:11][CH2:12]Br.C(=O)([O-])[O-].[K+].[K+].O, predict the reaction product. (7) Given the reactants [CH:1]([N:4]1[C:8]([C:9]2[N:18]=[C:17]3[N:11]([CH2:12][CH2:13][O:14][C:15]4[CH:22]=[C:21](O)[N:20]=[CH:19][C:16]=43)[CH:10]=2)=[N:7][CH:6]=[N:5]1)([CH3:3])[CH3:2].[OH:24][CH:25]1[CH2:30][CH2:29][NH:28][CH2:27][CH2:26]1, predict the reaction product. The product is: [CH:1]([N:4]1[C:8]([C:9]2[N:18]=[C:17]3[C:16]4[CH:19]=[N:20][C:21]([N:28]5[CH2:29][CH2:30][CH:25]([OH:24])[CH2:26][CH2:27]5)=[CH:22][C:15]=4[O:14][CH2:13][CH2:12][N:11]3[CH:10]=2)=[N:7][CH:6]=[N:5]1)([CH3:3])[CH3:2].